This data is from NCI-60 drug combinations with 297,098 pairs across 59 cell lines. The task is: Regression. Given two drug SMILES strings and cell line genomic features, predict the synergy score measuring deviation from expected non-interaction effect. (1) Drug 2: CN(C(=O)NC(C=O)C(C(C(CO)O)O)O)N=O. Synergy scores: CSS=15.9, Synergy_ZIP=-0.273, Synergy_Bliss=5.84, Synergy_Loewe=-7.59, Synergy_HSA=-0.705. Cell line: HCC-2998. Drug 1: C1CN1P(=S)(N2CC2)N3CC3. (2) Drug 1: CS(=O)(=O)C1=CC(=C(C=C1)C(=O)NC2=CC(=C(C=C2)Cl)C3=CC=CC=N3)Cl. Drug 2: CN(CCCl)CCCl.Cl. Cell line: SF-268. Synergy scores: CSS=2.69, Synergy_ZIP=-2.89, Synergy_Bliss=-1.40, Synergy_Loewe=-12.9, Synergy_HSA=-5.76. (3) Drug 1: C1=CC(=CC=C1CC(C(=O)O)N)N(CCCl)CCCl.Cl. Drug 2: C1=CN(C(=O)N=C1N)C2C(C(C(O2)CO)O)O.Cl. Cell line: HCC-2998. Synergy scores: CSS=27.1, Synergy_ZIP=-8.88, Synergy_Bliss=0.765, Synergy_Loewe=-3.62, Synergy_HSA=0.304. (4) Drug 1: C1CCC(C1)C(CC#N)N2C=C(C=N2)C3=C4C=CNC4=NC=N3. Drug 2: COC1=CC(=CC(=C1O)OC)C2C3C(COC3=O)C(C4=CC5=C(C=C24)OCO5)OC6C(C(C7C(O6)COC(O7)C8=CC=CS8)O)O. Cell line: SF-295. Synergy scores: CSS=41.9, Synergy_ZIP=-0.646, Synergy_Bliss=-0.311, Synergy_Loewe=-24.8, Synergy_HSA=1.37. (5) Synergy scores: CSS=11.9, Synergy_ZIP=-6.81, Synergy_Bliss=-7.95, Synergy_Loewe=-8.12, Synergy_HSA=-5.07. Drug 2: CC1=C(C(CCC1)(C)C)C=CC(=CC=CC(=CC(=O)O)C)C. Drug 1: C1=NC2=C(N=C(N=C2N1C3C(C(C(O3)CO)O)O)F)N. Cell line: TK-10.